This data is from Reaction yield outcomes from USPTO patents with 853,638 reactions. The task is: Predict the reaction yield, written as a fraction of the theoretical maximum amount of product (1.0 means a 100% yield; for example, 0.34 means a 34% yield). (1) The yield is 0.350. The product is [CH:1]([O:4][C:5]([N:7]1[CH2:12][CH2:11][CH:10]([O:13][C:14]2[N:19]=[CH:18][N:17]=[C:16]3[N:20]([C:23]4[CH:28]=[CH:27][C:26]([NH:34][CH:31]([CH3:33])[CH3:32])=[CH:25][C:24]=4[F:30])[N:21]=[CH:22][C:15]=23)[CH2:9][CH2:8]1)=[O:6])([CH3:3])[CH3:2]. The catalyst is CS(C)=O.[Cu](I)I. The reactants are [CH:1]([O:4][C:5]([N:7]1[CH2:12][CH2:11][CH:10]([O:13][C:14]2[N:19]=[CH:18][N:17]=[C:16]3[N:20]([C:23]4[CH:28]=[CH:27][C:26](I)=[CH:25][C:24]=4[F:30])[N:21]=[CH:22][C:15]=23)[CH2:9][CH2:8]1)=[O:6])([CH3:3])[CH3:2].[CH:31]([NH2:34])([CH3:33])[CH3:32].N1CCC[C@H]1C(O)=O.C(=O)([O-])[O-].[K+].[K+]. (2) The reactants are [C:1]1(=O)[CH2:6][CH2:5][CH2:4][C:3](=[O:7])[CH2:2]1.[NH2:9][CH:10]1[CH2:15][CH2:14][CH2:13][CH2:12][CH:11]1[OH:16]. The catalyst is C1(C)C=CC=CC=1. The product is [OH:16][CH:11]1[CH2:12][CH2:13][CH2:14][CH2:15][CH:10]1[NH:9][C:1]1[CH2:6][CH2:5][CH2:4][C:3](=[O:7])[CH:2]=1. The yield is 0.984. (3) The reactants are CO[CH:3]1[CH2:7][CH2:6][CH:5](OC)O1.[N+:10]([C:13]1[CH:18]=[CH:17][C:16]([C:19]2[CH:25]=[CH:24][C:22]([NH2:23])=[CH:21][CH:20]=2)=[CH:15][CH:14]=1)([O-:12])=[O:11].CCOCC. The catalyst is C(O)(=O)C. The product is [N:23]1([C:22]2[CH:21]=[CH:20][C:19]([C:16]3[CH:17]=[CH:18][C:13]([N+:10]([O-:12])=[O:11])=[CH:14][CH:15]=3)=[CH:25][CH:24]=2)[CH:3]=[CH:7][CH:6]=[CH:5]1. The yield is 0.920. (4) The reactants are [CH3:1][O:2][C:3]([C:5]1[N:6]=[C:7](NC(=O)[C@@H](N2C(=O)[C@@H](C3C=CC(OC)=CC=3)NC2=O)CC2C=CC([N+]([O-])=O)=CC=2)[S:8][CH:9]=1)=[O:4].C([O-])(=O)C.[Na+].C=O. The catalyst is O1CCCC1.[Pd]. The product is [CH3:1][O:2][C:3]([C:5]1[N:6]=[CH:7][S:8][CH:9]=1)=[O:4]. The yield is 0.220. (5) The reactants are CO[C:3](OC)([N:5]([CH3:7])[CH3:6])[CH3:4].[NH2:10][C:11]([NH2:13])=[S:12]. The catalyst is C(Cl)Cl. The product is [NH2:10][C:11](/[N:13]=[C:3](/[N:5]([CH3:7])[CH3:6])\[CH3:4])=[S:12]. The yield is 0.760. (6) The reactants are [CH2:1]([O:8][C:9]1[CH:10]=[CH:11][C:12]([CH:18]=[CH:19][C:20]([O:22][C:23]([CH3:26])([CH3:25])[CH3:24])=[O:21])=[C:13]([CH:17]=1)[C:14]([OH:16])=O)[C:2]1[CH:7]=[CH:6][CH:5]=[CH:4][CH:3]=1.[CH2:27]([NH2:34])[C:28]1[CH:33]=[CH:32][CH:31]=[CH:30][CH:29]=1.C(Cl)CCl. The catalyst is C(Cl)Cl.CN(C1C=CN=CC=1)C. The product is [C:23]([O:22][C:20](=[O:21])[CH:19]=[CH:18][C:12]1[CH:11]=[CH:10][C:9]([O:8][CH2:1][C:2]2[CH:7]=[CH:6][CH:5]=[CH:4][CH:3]=2)=[CH:17][C:13]=1[C:14]([NH:34][CH2:27][C:28]1[CH:33]=[CH:32][CH:31]=[CH:30][CH:29]=1)=[O:16])([CH3:25])([CH3:24])[CH3:26]. The yield is 0.400. (7) The reactants are [Si]([O:8][C:9]1[CH:10]=[C:11]2[C:15](=[CH:16][CH:17]=1)[NH:14][CH:13]=[C:12]2[CH:18]1[CH2:23][CH2:22][N:21]([CH3:24])[CH2:20][CH2:19]1)(C(C)(C)C)(C)C.[H-].[K+].S(C1C=CC(C)=CC=1)(O[CH2:31][CH2:32][C:33]1[CH:38]=[CH:37][CH:36]=[CH:35][CH:34]=1)(=O)=O.[F-].C([N+](CCCC)(CCCC)CCCC)CCC. The catalyst is O1CCCC1. The product is [CH2:31]([N:14]1[C:15]2[C:11](=[CH:10][C:9]([OH:8])=[CH:17][CH:16]=2)[C:12]([CH:18]2[CH2:19][CH2:20][N:21]([CH3:24])[CH2:22][CH2:23]2)=[CH:13]1)[CH2:32][C:33]1[CH:38]=[CH:37][CH:36]=[CH:35][CH:34]=1. The yield is 0.630. (8) The reactants are Br[C:2]1[CH:7]=[CH:6][C:5]([C:8]2[O:23][C:11]3[N:12]=[CH:13][N:14]=[C:15]([N:16]4[CH2:21][CH2:20][CH:19]([OH:22])[CH2:18][CH2:17]4)[C:10]=3[C:9]=2[C:24]2[CH:29]=[CH:28][C:27]([F:30])=[CH:26][CH:25]=2)=[CH:4][CH:3]=1.C1(P(C2C=CC=CC=2)C2C=CC3C(=CC=CC=3)C=2C2C3C(=CC=CC=3)C=CC=2P(C2C=CC=CC=2)C2C=CC=CC=2)C=CC=CC=1.CC(C)([O-])C.[K+].[CH3:83][C@H:84]1[CH2:89][NH:88][CH2:87][C@@H:86]([CH3:90])[NH:85]1. The catalyst is C1(C)C=CC=CC=1.C(OCC)(=O)C.C1C=CC(/C=C/C(/C=C/C2C=CC=CC=2)=O)=CC=1.C1C=CC(/C=C/C(/C=C/C2C=CC=CC=2)=O)=CC=1.C1C=CC(/C=C/C(/C=C/C2C=CC=CC=2)=O)=CC=1.[Pd].[Pd]. The product is [CH3:83][C@H:84]1[NH:85][C@@H:86]([CH3:90])[CH2:87][N:88]([C:2]2[CH:7]=[CH:6][C:5]([C:8]3[O:23][C:11]4[N:12]=[CH:13][N:14]=[C:15]([N:16]5[CH2:21][CH2:20][CH:19]([OH:22])[CH2:18][CH2:17]5)[C:10]=4[C:9]=3[C:24]3[CH:29]=[CH:28][C:27]([F:30])=[CH:26][CH:25]=3)=[CH:4][CH:3]=2)[CH2:89]1. The yield is 0.560. (9) The reactants are [O:1]=[S:2]1(=[O:18])[CH2:7][CH2:6][N:5]([C:8]2[CH:9]=[C:10]([CH:15]=[CH:16][CH:17]=2)[C:11]([NH:13][NH2:14])=[O:12])[CH2:4][CH2:3]1.[Cl:19][C:20]1[CH:21]=[CH:22][C:23]([OH:29])=[C:24]([C:26](=O)[CH3:27])[CH:25]=1. The catalyst is CO.C(O)(=O)C. The product is [Cl:19][C:20]1[CH:21]=[CH:22][C:23]([OH:29])=[C:24](/[C:26](=[N:14]/[NH:13][C:11](=[O:12])[C:10]2[CH:15]=[CH:16][CH:17]=[C:8]([N:5]3[CH2:6][CH2:7][S:2](=[O:1])(=[O:18])[CH2:3][CH2:4]3)[CH:9]=2)/[CH3:27])[CH:25]=1. The yield is 0.313.